Dataset: Peptide-MHC class II binding affinity with 134,281 pairs from IEDB. Task: Regression. Given a peptide amino acid sequence and an MHC pseudo amino acid sequence, predict their binding affinity value. This is MHC class II binding data. (1) The peptide sequence is TFAATHNPWASQPG. The MHC is DRB1_1302 with pseudo-sequence DRB1_1302. The binding affinity (normalized) is 0.196. (2) The peptide sequence is ASMVNGVIKILTYPW. The MHC is DRB1_0701 with pseudo-sequence DRB1_0701. The binding affinity (normalized) is 0.635. (3) The peptide sequence is SEQGEFKLLSEEKVP. The MHC is DRB3_0101 with pseudo-sequence DRB3_0101. The binding affinity (normalized) is 0.317. (4) The peptide sequence is GELQIVDKIDHAFKI. The MHC is DRB1_1302 with pseudo-sequence DRB1_1302. The binding affinity (normalized) is 0.858. (5) The peptide sequence is YDKFLATVSTVLTGK. The MHC is DRB1_0405 with pseudo-sequence DRB1_0405. The binding affinity (normalized) is 0.639. (6) The peptide sequence is AGLLRLLFHDCFANG. The MHC is DRB1_0405 with pseudo-sequence DRB1_0405. The binding affinity (normalized) is 0.465. (7) The peptide sequence is VSSKRNLADAVSKAP. The MHC is DRB1_1302 with pseudo-sequence DRB1_1302. The binding affinity (normalized) is 0.361. (8) The peptide sequence is EKKIFAATQFEPLAA. The MHC is HLA-DPA10201-DPB10101 with pseudo-sequence HLA-DPA10201-DPB10101. The binding affinity (normalized) is 0.852. (9) The peptide sequence is KNPLKFDNTYFTELL. The MHC is DRB4_0101 with pseudo-sequence DRB4_0103. The binding affinity (normalized) is 0.185. (10) The peptide sequence is IAFFRKEPLKECGGI. The MHC is HLA-DQA10104-DQB10503 with pseudo-sequence HLA-DQA10104-DQB10503. The binding affinity (normalized) is 0.423.